Regression. Given two drug SMILES strings and cell line genomic features, predict the synergy score measuring deviation from expected non-interaction effect. From a dataset of NCI-60 drug combinations with 297,098 pairs across 59 cell lines. (1) Drug 2: C1CC(=O)NC(=O)C1N2C(=O)C3=CC=CC=C3C2=O. Synergy scores: CSS=42.6, Synergy_ZIP=2.20, Synergy_Bliss=-1.12, Synergy_Loewe=-37.5, Synergy_HSA=-3.27. Cell line: HCT116. Drug 1: C1=CN(C(=O)N=C1N)C2C(C(C(O2)CO)O)O.Cl. (2) Drug 1: C1=NNC2=C1C(=O)NC=N2. Drug 2: CC1C(C(CC(O1)OC2CC(CC3=C2C(=C4C(=C3O)C(=O)C5=C(C4=O)C(=CC=C5)OC)O)(C(=O)CO)O)N)O.Cl. Cell line: NCI-H226. Synergy scores: CSS=46.7, Synergy_ZIP=1.87, Synergy_Bliss=1.51, Synergy_Loewe=-36.2, Synergy_HSA=2.94. (3) Drug 1: CC1=CC=C(C=C1)C2=CC(=NN2C3=CC=C(C=C3)S(=O)(=O)N)C(F)(F)F. Drug 2: CC1C(C(CC(O1)OC2CC(OC(C2O)C)OC3=CC4=CC5=C(C(=O)C(C(C5)C(C(=O)C(C(C)O)O)OC)OC6CC(C(C(O6)C)O)OC7CC(C(C(O7)C)O)OC8CC(C(C(O8)C)O)(C)O)C(=C4C(=C3C)O)O)O)O. Cell line: MDA-MB-231. Synergy scores: CSS=50.8, Synergy_ZIP=-0.668, Synergy_Bliss=0.209, Synergy_Loewe=-26.5, Synergy_HSA=0.911. (4) Drug 1: CC1=C2C(C(=O)C3(C(CC4C(C3C(C(C2(C)C)(CC1OC(=O)C(C(C5=CC=CC=C5)NC(=O)OC(C)(C)C)O)O)OC(=O)C6=CC=CC=C6)(CO4)OC(=O)C)O)C)O. Drug 2: CCC1(C2=C(COC1=O)C(=O)N3CC4=CC5=C(C=CC(=C5CN(C)C)O)N=C4C3=C2)O.Cl. Cell line: T-47D. Synergy scores: CSS=18.4, Synergy_ZIP=-8.15, Synergy_Bliss=-6.75, Synergy_Loewe=-10.4, Synergy_HSA=-4.26. (5) Drug 1: CC1=CC=C(C=C1)C2=CC(=NN2C3=CC=C(C=C3)S(=O)(=O)N)C(F)(F)F. Drug 2: C1C(C(OC1N2C=NC3=C(N=C(N=C32)Cl)N)CO)O. Cell line: KM12. Synergy scores: CSS=22.4, Synergy_ZIP=-9.79, Synergy_Bliss=-4.20, Synergy_Loewe=-4.94, Synergy_HSA=-1.96. (6) Drug 1: C1=CC(=C2C(=C1NCCNCCO)C(=O)C3=C(C=CC(=C3C2=O)O)O)NCCNCCO. Drug 2: C1=NC(=NC(=O)N1C2C(C(C(O2)CO)O)O)N. Cell line: OVCAR3. Synergy scores: CSS=28.1, Synergy_ZIP=0.174, Synergy_Bliss=1.08, Synergy_Loewe=-6.30, Synergy_HSA=2.63. (7) Drug 1: CC12CCC(CC1=CCC3C2CCC4(C3CC=C4C5=CN=CC=C5)C)O. Drug 2: CS(=O)(=O)OCCCCOS(=O)(=O)C. Cell line: NCI-H322M. Synergy scores: CSS=-2.14, Synergy_ZIP=3.20, Synergy_Bliss=3.53, Synergy_Loewe=-2.38, Synergy_HSA=-0.902. (8) Drug 1: C1=CC(=CC=C1CC(C(=O)O)N)N(CCCl)CCCl.Cl. Drug 2: CC(C)NC(=O)C1=CC=C(C=C1)CNNC.Cl. Cell line: MCF7. Synergy scores: CSS=7.70, Synergy_ZIP=-7.31, Synergy_Bliss=-0.742, Synergy_Loewe=-12.2, Synergy_HSA=-1.61. (9) Drug 1: CCCCC(=O)OCC(=O)C1(CC(C2=C(C1)C(=C3C(=C2O)C(=O)C4=C(C3=O)C=CC=C4OC)O)OC5CC(C(C(O5)C)O)NC(=O)C(F)(F)F)O. Cell line: NCI-H226. Synergy scores: CSS=15.6, Synergy_ZIP=-1.34, Synergy_Bliss=-1.07, Synergy_Loewe=0.216, Synergy_HSA=0.365. Drug 2: CN(C(=O)NC(C=O)C(C(C(CO)O)O)O)N=O. (10) Drug 1: CC12CCC(CC1=CCC3C2CCC4(C3CC=C4C5=CN=CC=C5)C)O. Drug 2: CCC1=CC2CC(C3=C(CN(C2)C1)C4=CC=CC=C4N3)(C5=C(C=C6C(=C5)C78CCN9C7C(C=CC9)(C(C(C8N6C)(C(=O)OC)O)OC(=O)C)CC)OC)C(=O)OC.C(C(C(=O)O)O)(C(=O)O)O. Cell line: RXF 393. Synergy scores: CSS=45.4, Synergy_ZIP=8.74, Synergy_Bliss=10.00, Synergy_Loewe=10.9, Synergy_HSA=12.6.